Dataset: Full USPTO retrosynthesis dataset with 1.9M reactions from patents (1976-2016). Task: Predict the reactants needed to synthesize the given product. (1) Given the product [C:32]([O:36][C:37]([N:39]1[CH2:44][CH2:43][CH:42]([CH:45]=[C:21]([Br:24])[Br:20])[CH2:41][CH2:40]1)=[O:38])([CH3:35])([CH3:33])[CH3:34], predict the reactants needed to synthesize it. The reactants are: C1(P(C2C=CC=CC=2)C2C=CC=CC=2)C=CC=CC=1.[Br:20][C:21]([Br:24])(Br)Br.C(N(CC)CC)C.[C:32]([O:36][C:37]([N:39]1[CH2:44][CH2:43][CH:42]([CH:45]=O)[CH2:41][CH2:40]1)=[O:38])([CH3:35])([CH3:34])[CH3:33]. (2) Given the product [OH:1][C:2]([C:28]1[S:29][CH:30]=[CH:31][CH:32]=1)([C:33]1[S:34][CH:35]=[CH:36][CH:37]=1)[C:3]([O:5][C@H:6]1[CH2:11][CH2:10][C@H:9]([N:12]([CH2:14][CH2:15][C:16]([NH:18][C:19]2[CH:24]=[CH:23][C:22]([CH:25]=[O:26])=[CH:21][C:20]=2[Cl:27])=[O:17])[CH3:13])[CH2:8][CH2:7]1)=[O:4], predict the reactants needed to synthesize it. The reactants are: [OH:1][C:2]([C:33]1[S:34][CH:35]=[CH:36][CH:37]=1)([C:28]1[S:29][CH:30]=[CH:31][CH:32]=1)[C:3]([O:5][C@H:6]1[CH2:11][CH2:10][C@H:9]([N:12]([CH2:14][CH2:15][C:16]([NH:18][C:19]2[CH:24]=[CH:23][C:22]([CH2:25][OH:26])=[CH:21][C:20]=2[Cl:27])=[O:17])[CH3:13])[CH2:8][CH2:7]1)=[O:4].OC(C1SC=CC=1)(C1SC=CC=1)C(O[C@H]1CC[C@H](N(CCC(NC2C=C(OC)C(C=O)=CC=2Cl)=O)C)CC1)=O. (3) Given the product [CH2:1]([N:8]1[C:9]2[C:15](=[O:16])[N:17]([CH3:18])[CH:19]([C:20]([O:22][CH3:23])=[O:21])[C:13](=[NH:14])[C:10]=2[CH:11]=[CH:12]1)[C:2]1[CH:3]=[CH:4][CH:5]=[CH:6][CH:7]=1, predict the reactants needed to synthesize it. The reactants are: [CH2:1]([N:8]1[CH:12]=[CH:11][C:10]([C:13]#[N:14])=[C:9]1[C:15]([N:17]([CH2:19][C:20]([O:22][CH3:23])=[O:21])[CH3:18])=[O:16])[C:2]1[CH:7]=[CH:6][CH:5]=[CH:4][CH:3]=1.[H-].[Na+]. (4) Given the product [C:1]1([C@H:7]([O:9][C:10](=[O:24])[NH:11][C:12]2[N:13]([CH3:23])[N:14]=[CH:15][C:16]=2[C:17]2[CH:18]=[CH:19][C:20]([C:25]3[CH:30]=[CH:29][CH:28]=[CH:27][CH:26]=3)=[CH:21][CH:22]=2)[CH3:8])[CH:2]=[CH:3][CH:4]=[CH:5][CH:6]=1, predict the reactants needed to synthesize it. The reactants are: [C:1]1([C@H:7]([O:9][C:10](=[O:24])[NH:11][C:12]2[N:13]([CH3:23])[N:14]=[CH:15][C:16]=2[C:17]2[CH:22]=[CH:21][CH:20]=[CH:19][CH:18]=2)[CH3:8])[CH:6]=[CH:5][CH:4]=[CH:3][CH:2]=1.[C:25]1([C:25]2[CH:30]=[CH:29][CH:28]=[CH:27][CH:26]=2)[CH:30]=[CH:29][C:28](B(O)O)=[CH:27][CH:26]=1.COC(C1N(C)N=CC=1Br)=O. (5) Given the product [CH2:1]([O:8][C:9]1[CH:14]=[CH:13][N:12]=[CH:11][C:10]=1[NH2:15])[C:2]1[CH:3]=[CH:4][CH:5]=[CH:6][CH:7]=1, predict the reactants needed to synthesize it. The reactants are: [CH2:1]([O:8][C:9]1[CH:14]=[CH:13][N:12]=[CH:11][C:10]=1[N+:15]([O-])=O)[C:2]1[CH:7]=[CH:6][CH:5]=[CH:4][CH:3]=1.C(O)(=O)C. (6) Given the product [OH:10][C:4]1[C:3]([N+:11]([O-:13])=[O:12])=[C:2]([OH:1])[C:7]([CH3:8])=[C:6]([CH3:9])[N:5]=1, predict the reactants needed to synthesize it. The reactants are: [OH:1][C:2]1[C:7]([CH3:8])=[C:6]([CH3:9])[NH:5][C:4](=[O:10])[CH:3]=1.[N+:11]([O-])([OH:13])=[O:12]. (7) The reactants are: [CH2:1]([O:8][CH2:9][CH2:10][CH2:11][C@H:12]([C:21]1[C:25]([I:26])=[C:24]([CH2:27][OH:28])[O:23][N:22]=1)[CH2:13][C:14]([O:16][C:17]([CH3:20])([CH3:19])[CH3:18])=[O:15])[C:2]1[CH:7]=[CH:6][CH:5]=[CH:4][CH:3]=1.CC(OI1(OC(C)=O)(OC(C)=O)OC(=O)C2C=CC=CC1=2)=O.S([O-])([O-])=O.[Na+].[Na+].C(=O)([O-])O.[Na+]. Given the product [CH2:1]([O:8][CH2:9][CH2:10][CH2:11][C@H:12]([C:21]1[C:25]([I:26])=[C:24]([CH:27]=[O:28])[O:23][N:22]=1)[CH2:13][C:14]([O:16][C:17]([CH3:19])([CH3:20])[CH3:18])=[O:15])[C:2]1[CH:3]=[CH:4][CH:5]=[CH:6][CH:7]=1, predict the reactants needed to synthesize it. (8) The reactants are: [CH2:1]([O:4][C:5]1([CH3:35])[CH2:10][CH2:9][N:8]([C:11]2[N:16]3[N:17]=[C:18]([C:20]4[CH:25]=[CH:24][CH:23]=[C:22]([Br:26])[CH:21]=4)[CH:19]=[C:15]3[N:14]=[C:13]([CH3:27])[C:12]=2[CH:28]([OH:34])[C:29]([O:31][CH2:32][CH3:33])=[O:30])[CH2:7][CH2:6]1)[CH:2]=[CH2:3].CC(OI1(OC(C)=O)(OC(C)=O)OC(=O)C2C=CC=CC1=2)=O. Given the product [CH2:1]([O:4][C:5]1([CH3:35])[CH2:10][CH2:9][N:8]([C:11]2[N:16]3[N:17]=[C:18]([C:20]4[CH:25]=[CH:24][CH:23]=[C:22]([Br:26])[CH:21]=4)[CH:19]=[C:15]3[N:14]=[C:13]([CH3:27])[C:12]=2[C:28](=[O:34])[C:29]([O:31][CH2:32][CH3:33])=[O:30])[CH2:7][CH2:6]1)[CH:2]=[CH2:3], predict the reactants needed to synthesize it. (9) The reactants are: [C:1]([O-:4])(=[O:3])[CH3:2].[NH4+:5].[CH2:6]([N:17]([CH2:29][C:30]([OH:32])=[O:31])[CH2:18][CH2:19][N:20]([CH2:25][C:26](O)=O)[CH2:21][C:22]([OH:24])=[O:23])[CH2:7][N:8]([CH2:13][C:14](O)=O)[CH2:9][C:10]([OH:12])=[O:11]. Given the product [CH2:26]1[N:5]([CH2:2][C:1]([OH:4])=[O:3])[CH2:14][CH2:13][N:8]([CH2:9][C:10]([OH:12])=[O:11])[CH2:7][CH2:6][N:17]([CH2:29][C:30]([OH:32])=[O:31])[CH2:18][CH2:19][N:20]([CH2:21][C:22]([OH:24])=[O:23])[CH2:25]1, predict the reactants needed to synthesize it. (10) Given the product [CH3:15][C:12]1([CH3:14])[C:11]([CH3:16])([CH3:17])[O:10][B:9]([C:33]2[CH2:38][CH2:37][N:36]([C:39]([O:41][C:42]([CH3:45])([CH3:44])[CH3:43])=[O:40])[CH2:35][CH:34]=2)[O:13]1, predict the reactants needed to synthesize it. The reactants are: [CH3:16][C:11]1([CH3:17])[C:12]([CH3:15])([CH3:14])[O:13][B:9]([B:9]2[O:13][C:12]([CH3:15])([CH3:14])[C:11]([CH3:17])([CH3:16])[O:10]2)[O:10]1.C([O-])(=O)C.[Na+].ClCCl.FC(F)(F)S(O[C:33]1[CH2:34][CH2:35][N:36]([C:39]([O:41][C:42]([CH3:45])([CH3:44])[CH3:43])=[O:40])[CH2:37][CH:38]=1)(=O)=O.